This data is from Reaction yield outcomes from USPTO patents with 853,638 reactions. The task is: Predict the reaction yield, written as a fraction of the theoretical maximum amount of product (1.0 means a 100% yield; for example, 0.34 means a 34% yield). (1) The reactants are [Br-:1].[Li+].[NH2:3][C@@H:4]1[C@H:9]([O:10][S:11]([C:14]2[CH:20]=[CH:19][C:17]([CH3:18])=[CH:16][CH:15]=2)(=[O:13])=[O:12])[CH2:8][C:7]([C:21]([O:23][CH2:24][CH3:25])=[O:22])=[CH:6][C@@H:5]1OS(C1C=CC(C)=CC=1)(=O)=O. The catalyst is C(O)C. The product is [NH2:3][C@@H:4]1[C@H:9]([O:10][S:11]([C:14]2[CH:20]=[CH:19][C:17]([CH3:18])=[CH:16][CH:15]=2)(=[O:13])=[O:12])[CH2:8][C:7]([C:21]([O:23][CH2:24][CH3:25])=[O:22])=[CH:6][C@H:5]1[Br:1]. The yield is 0.840. (2) The reactants are Br[C:2]1[CH:3]=[CH:4][C:5]2[O:14][C:13]3[CH2:12][CH2:11][N:10]([C:15]([O:17][C:18]([CH3:21])([CH3:20])[CH3:19])=[O:16])[CH2:9][C:8]=3[C:6]=2[CH:7]=1.[Cl:22][C:23]1[CH:28]=[CH:27][C:26]([S:29]([O-:31])=[O:30])=[CH:25][CH:24]=1.[Na+]. No catalyst specified. The product is [Cl:22][C:23]1[CH:28]=[CH:27][C:26]([S:29]([C:2]2[CH:3]=[CH:4][C:5]3[O:14][C:13]4[CH2:12][CH2:11][N:10]([C:15]([O:17][C:18]([CH3:21])([CH3:20])[CH3:19])=[O:16])[CH2:9][C:8]=4[C:6]=3[CH:7]=2)(=[O:31])=[O:30])=[CH:25][CH:24]=1. The yield is 0.370. (3) The reactants are [NH2:1][C:2]1[C:11]2[C:6](=[C:7]([Br:12])[CH:8]=[CH:9][CH:10]=2)[N:5]=[N:4][C:3]=1[C:13]([OH:15])=O.C1N=CN(C(N2C=NC=C2)=O)C=1.[CH2:28]([NH2:31])[CH:29]=[CH2:30]. The catalyst is CN(C)C=O. The product is [CH2:28]([NH:31][C:13]([C:3]1[N:4]=[N:5][C:6]2[C:11]([C:2]=1[NH2:1])=[CH:10][CH:9]=[CH:8][C:7]=2[Br:12])=[O:15])[CH:29]=[CH2:30]. The yield is 0.730. (4) The reactants are [CH3:1][O:2][C:3](=[O:18])[CH2:4][C@H:5]1[CH2:10][CH2:9][C@H:8]([C:11]2[CH:16]=[CH:15][C:14]([NH2:17])=[CH:13][CH:12]=2)[CH2:7][CH2:6]1.CCN=C=NCCCN(C)C.[C:30]1([N:36]2[CH:40]=[C:39]([C:41]([NH:43][CH2:44][CH2:45][C:46](O)=[O:47])=[O:42])[C:38]([C:49]([F:52])([F:51])[F:50])=[N:37]2)[CH:35]=[CH:34][CH:33]=[CH:32][CH:31]=1.C1C=CC2N(O)N=NC=2C=1.C(N(C(C)C)C(C)C)C. The catalyst is ClCCl.C([O-])(O)=O.[Na+]. The product is [CH3:1][O:2][C:3](=[O:18])[CH2:4][C@H:5]1[CH2:6][CH2:7][C@H:8]([C:11]2[CH:12]=[CH:13][C:14]([NH:17][C:46](=[O:47])[CH2:45][CH2:44][NH:43][C:41]([C:39]3[C:38]([C:49]([F:52])([F:50])[F:51])=[N:37][N:36]([C:30]4[CH:35]=[CH:34][CH:33]=[CH:32][CH:31]=4)[CH:40]=3)=[O:42])=[CH:15][CH:16]=2)[CH2:9][CH2:10]1. The yield is 0.910. (5) The reactants are [NH2:1][C:2]1[C:3]([NH:12][C:13](=O)[C:14]2[CH:19]=[CH:18][CH:17]=[CH:16][CH:15]=2)=[C:4]([CH:9]=[CH:10][CH:11]=1)[C:5]([O:7][CH3:8])=[O:6].C([O-])(O)=O.[Na+]. The catalyst is C(O)(=O)C. The product is [C:14]1([C:13]2[NH:12][C:3]3[C:4]([C:5]([O:7][CH3:8])=[O:6])=[CH:9][CH:10]=[CH:11][C:2]=3[N:1]=2)[CH:19]=[CH:18][CH:17]=[CH:16][CH:15]=1. The yield is 0.710. (6) The reactants are C([O:3][C:4]([CH:6]1[CH2:11][CH2:10][N:9]([CH3:12])[CH2:8][CH2:7]1)=O)C.[H-].[H-].[H-].[H-].[Li+].[Al+3]. The catalyst is C1COCC1. The product is [CH3:12][N:9]1[CH2:10][CH2:11][CH:6]([CH2:4][OH:3])[CH2:7][CH2:8]1. The yield is 0.730. (7) The reactants are C([O:8][C:9](=[O:28])[CH2:10][O:11][C:12]1[CH:17]=[CH:16][C:15]([CH2:18][C@H:19]([O:25][CH2:26][CH3:27])[C:20]([O:22][CH2:23][CH3:24])=[O:21])=[CH:14][CH:13]=1)C1C=CC=CC=1. The catalyst is [Pd].C1COCC1. The product is [CH2:26]([O:25][C@H:19]([C:20]([O:22][CH2:23][CH3:24])=[O:21])[CH2:18][C:15]1[CH:16]=[CH:17][C:12]([O:11][CH2:10][C:9]([OH:28])=[O:8])=[CH:13][CH:14]=1)[CH3:27]. The yield is 0.970.